This data is from Ames mutagenicity test results for genotoxicity prediction. The task is: Regression/Classification. Given a drug SMILES string, predict its toxicity properties. Task type varies by dataset: regression for continuous values (e.g., LD50, hERG inhibition percentage) or binary classification for toxic/non-toxic outcomes (e.g., AMES mutagenicity, cardiotoxicity, hepatotoxicity). Dataset: ames. The compound is CCOCCOCCO. The result is 0 (non-mutagenic).